Dataset: Forward reaction prediction with 1.9M reactions from USPTO patents (1976-2016). Task: Predict the product of the given reaction. (1) Given the reactants [CH:1]1([C:7]([NH:9][CH2:10][CH2:11][C:12]2[C:16]3[CH:17]=[C:18](C(Cl)=O)[CH:19]=[CH:20][C:15]=3[S:14][CH:13]=2)=[O:8])[CH2:6][CH2:5][CH2:4][CH2:3][CH2:2]1.[N-:24]=[N+]=[N-].[Na+].FC(F)(F)C(O)=O.C(=O)([O-])[O-].[K+].[K+], predict the reaction product. The product is: [NH2:24][C:18]1[CH:19]=[CH:20][C:15]2[S:14][CH:13]=[C:12]([CH2:11][CH2:10][NH:9][C:7]([CH:1]3[CH2:6][CH2:5][CH2:4][CH2:3][CH2:2]3)=[O:8])[C:16]=2[CH:17]=1. (2) The product is: [Cl:1][C:2]1[CH:3]=[N:4][C:5]2[N:6]([N:8]=[C:9]([C:11]([N:16]3[CH2:17][CH2:18][C:19]4[NH:23][C:22]([CH3:24])=[CH:21][C:20]=4[N:15]3[CH3:14])=[O:13])[CH:10]=2)[CH:7]=1. Given the reactants [Cl:1][C:2]1[CH:3]=[N:4][C:5]2[N:6]([N:8]=[C:9]([C:11]([OH:13])=O)[CH:10]=2)[CH:7]=1.[CH3:14][N:15]1[C:20]2[CH:21]=[C:22]([CH3:24])[NH:23][C:19]=2[CH2:18][CH2:17][NH:16]1, predict the reaction product. (3) The product is: [NH2:17][C:2]1[C:7]([C:8]([O:10][CH2:11][CH3:12])=[O:9])=[CH:6][N:5]=[C:4]([S:13][CH3:14])[N:3]=1. Given the reactants Cl[C:2]1[C:7]([C:8]([O:10][CH2:11][CH3:12])=[O:9])=[CH:6][N:5]=[C:4]([S:13][CH3:14])[N:3]=1.CC[N:17](CC)CC.N.O, predict the reaction product. (4) Given the reactants [NH2:1][C:2]1[N:7]=[C:6]([N:8]2[CH2:13][CH2:12][O:11][CH2:10][CH2:9]2)[N:5]=[C:4]([NH:14][C:15](=[O:17])[CH3:16])[CH:3]=1.C1C(=O)N([Br:25])C(=O)C1.CN(C=O)C.S([O-])([O-])(=O)=S.[NH4+].[NH4+], predict the reaction product. The product is: [NH2:1][C:2]1[N:7]=[C:6]([N:8]2[CH2:13][CH2:12][O:11][CH2:10][CH2:9]2)[N:5]=[C:4]([NH:14][C:15](=[O:17])[CH3:16])[C:3]=1[Br:25]. (5) Given the reactants [C:1]([C:5]1[CH:6]=[CH:7][C:8]([CH3:19])=[C:9](OS(C(F)(F)F)(=O)=O)[CH:10]=1)([CH3:4])([CH3:3])[CH3:2].C(N(CC)CC)C.[CH3:27][Si:28]([C:31]#[CH:32])([CH3:30])[CH3:29].CN(C)C=O, predict the reaction product. The product is: [C:1]([C:5]1[CH:6]=[CH:7][C:8]([CH3:19])=[C:9]([C:32]#[C:31][Si:28]([CH3:30])([CH3:29])[CH3:27])[CH:10]=1)([CH3:4])([CH3:3])[CH3:2]. (6) The product is: [O:1]1[CH:5]=[CH:4][CH:3]=[C:2]1[C:6]1[N:27]([CH2:26][CH2:25][C:22]2[CH:23]=[CH:24][C:19]([O:18][CH3:17])=[CH:20][CH:21]=2)[C:8](=[O:16])[C:9]2[C:10](=[CH:12][CH:13]=[CH:14][CH:15]=2)[N:11]=1. Given the reactants [O:1]1[CH:5]=[CH:4][CH:3]=[C:2]1[C:6]1O[C:8](=[O:16])[C:9]2[CH:15]=[CH:14][CH:13]=[CH:12][C:10]=2[N:11]=1.[CH3:17][O:18][C:19]1[CH:24]=[CH:23][C:22]([CH2:25][CH2:26][NH2:27])=[CH:21][CH:20]=1, predict the reaction product.